Dataset: Forward reaction prediction with 1.9M reactions from USPTO patents (1976-2016). Task: Predict the product of the given reaction. The product is: [C:41]([NH:1][C@@H:2]1[C:13](=[O:14])[O:12][C@H:11]([C:15]2[CH:20]=[CH:19][CH:18]=[CH:17][CH:16]=2)[CH2:10][NH:9][C:8](=[O:21])[C@H:7]([CH2:22][C:23]([NH:25][CH2:26][C:27]2[CH:32]=[CH:31][C:30]([Cl:33])=[CH:29][CH:28]=2)=[O:24])[CH2:6][CH:5]=[CH:4][CH2:3]1)(=[O:43])[CH3:42]. Given the reactants [NH2:1][C@@H:2]1[C:13](=[O:14])[O:12][C@H:11]([C:15]2[CH:20]=[CH:19][CH:18]=[CH:17][CH:16]=2)[CH2:10][NH:9][C:8](=[O:21])[C@H:7]([CH2:22][C:23]([NH:25][CH2:26][C:27]2[CH:32]=[CH:31][C:30]([Cl:33])=[CH:29][CH:28]=2)=[O:24])[CH2:6][CH:5]=[CH:4][CH2:3]1.CCN(CC)CC.[C:41](OC(=O)C)(=[O:43])[CH3:42], predict the reaction product.